This data is from Peptide-MHC class II binding affinity with 134,281 pairs from IEDB. The task is: Regression. Given a peptide amino acid sequence and an MHC pseudo amino acid sequence, predict their binding affinity value. This is MHC class II binding data. (1) The peptide sequence is RVYQEPQVSPPQRAET. The MHC is DRB1_0101 with pseudo-sequence DRB1_0101. The binding affinity (normalized) is 0.550. (2) The peptide sequence is SLDEHYHIRVHLVK. The MHC is H-2-IEd with pseudo-sequence H-2-IEd. The binding affinity (normalized) is 0.163.